Dataset: M1 muscarinic receptor antagonist screen with 61,756 compounds. Task: Binary Classification. Given a drug SMILES string, predict its activity (active/inactive) in a high-throughput screening assay against a specified biological target. (1) The compound is O(c1ncc(cc1)C)C(=O)c1nc(ccc1)C(Oc1ncc(cc1)C)=O. The result is 0 (inactive). (2) The compound is s1c2c(n(CC(=O)NCCOc3c(F)cccc3)c1=O)cccc2. The result is 0 (inactive). (3) The drug is O=C1CC(CC=2NC(=O)NC(C12)c1cc(OC)c(OC)c(OC)c1)(C)C. The result is 0 (inactive). (4) The molecule is Fc1cc(NC(=O)c2cccnc2)ccc1F. The result is 0 (inactive). (5) The result is 0 (inactive). The molecule is S(c1nc(nc2n(c(=O)n(c(=O)c12)C)C)CC)CC(=O)N. (6) The compound is s1c2c(n(Cc3n(c(SCc4cc(F)ccc4)nn3)C)c1=O)cccc2. The result is 0 (inactive). (7) The drug is O=C(N(Cc1ccccc1)C)c1c(c([nH]c1C)C(OCC)=O)C. The result is 0 (inactive). (8) The molecule is O(c1ccc(CCC)cc1)CCNC(=O)C. The result is 0 (inactive). (9) The drug is Clc1ccc(c2c(n3nc(cc3nc2)C)N)cc1. The result is 0 (inactive). (10) The compound is O=C1N(C2CCCCCC2)CC(C1)C(=O)NCCC=1CCCCC1. The result is 0 (inactive).